Task: Binary Classification. Given a drug SMILES string, predict its activity (active/inactive) in a high-throughput screening assay against a specified biological target.. Dataset: Kir2.1 potassium channel HTS with 301,493 compounds (1) The drug is Fc1ccc(N2CCN(CC2)CCCNC(=O)CN2CCN(C2=O)Cc2ccc(cc2)C)cc1. The result is 0 (inactive). (2) The molecule is O(C1(C(=O)c2c(cc(n(CCc3c4c([nH]c3)cccc4)c2)C2CC2)=CC1=O)C)C(=O)CCC(OC)=O. The result is 0 (inactive). (3) The compound is O=C(N1CCN(CC1)c1nc(N2CCN(CC2)C(=O)C(n2nnc(C(N)C(CC)C)c2)CCCCN)nc(n1)NCCOCCOCCOCC#C)C(n1nnc(c1)C(N)CC(C)C)C(CC)C. The result is 0 (inactive). (4) The molecule is S(=O)(=O)(N1CCOCC1)c1cc(NC(=O)C(Oc2ccc(F)cc2)C)c(N2CCN(CC2)C)cc1. The result is 0 (inactive).